Dataset: Forward reaction prediction with 1.9M reactions from USPTO patents (1976-2016). Task: Predict the product of the given reaction. (1) Given the reactants [Cl:1][C:2]1[CH:7]=[CH:6][CH:5]=[CH:4][C:3]=1[C:8]1[N:9]([C:31]2[CH:36]=[CH:35][C:34]([Cl:37])=[CH:33][CH:32]=2)[C:10]2[C:15]([N:16]=1)=[C:14]([NH:17][C@H:18]1[CH2:23][CH2:22][CH2:21][N:20](C(OC(C)(C)C)=O)[CH2:19]1)[N:13]=[CH:12][N:11]=2.FC(F)(F)C(O)=O, predict the reaction product. The product is: [Cl:1][C:2]1[CH:7]=[CH:6][CH:5]=[CH:4][C:3]=1[C:8]1[N:9]([C:31]2[CH:32]=[CH:33][C:34]([Cl:37])=[CH:35][CH:36]=2)[C:10]2[C:15]([N:16]=1)=[C:14]([NH:17][C@H:18]1[CH2:23][CH2:22][CH2:21][NH:20][CH2:19]1)[N:13]=[CH:12][N:11]=2. (2) Given the reactants O[C:2]1[C:11]2[C:6](=[CH:7][N:8]=[CH:9][CH:10]=2)[CH:5]=[CH:4][N:3]=1.P(Cl)(Cl)([Cl:14])=O, predict the reaction product. The product is: [Cl:14][C:2]1[C:11]2[C:6](=[CH:7][N:8]=[CH:9][CH:10]=2)[CH:5]=[CH:4][N:3]=1. (3) The product is: [F:1][C:2]1[C:10]2[O:9][C:8]([NH:11][C:12]3[CH:17]=[CH:16][CH:15]=[CH:14][C:13]=3[CH3:18])=[N:7][C:6]=2[CH:5]=[CH:4][C:3]=1[CH2:19][C:20]([N:22]1[CH2:26][C@@H:25]([F:27])[CH2:24][C@H:23]1[CH2:28][O:29][C:30]1[CH:31]=[CH:32][C:33]([C:34]([OH:36])=[O:35])=[CH:38][CH:39]=1)=[O:21]. Given the reactants [F:1][C:2]1[C:10]2[O:9][C:8]([NH:11][C:12]3[CH:17]=[CH:16][CH:15]=[CH:14][C:13]=3[CH3:18])=[N:7][C:6]=2[CH:5]=[CH:4][C:3]=1[CH2:19][C:20]([N:22]1[CH2:26][C@@H:25]([F:27])[CH2:24][C@H:23]1[CH2:28][O:29][C:30]1[CH:39]=[CH:38][C:33]([C:34]([O:36]C)=[O:35])=[CH:32][CH:31]=1)=[O:21].[OH-].[Na+], predict the reaction product.